From a dataset of Reaction yield outcomes from USPTO patents with 853,638 reactions. Predict the reaction yield, written as a fraction of the theoretical maximum amount of product (1.0 means a 100% yield; for example, 0.34 means a 34% yield). (1) The reactants are C(O[C:4](=[O:20])[CH:5]([NH:10][C:11]1[CH:12]=[C:13]2[C:17](=[CH:18][CH:19]=1)[NH:16][N:15]=[CH:14]2)[CH2:6][CH2:7][CH2:8][CH3:9])C.[C-]#[N:22].[K+]. The catalyst is N.CO. The product is [NH:16]1[C:17]2[C:13](=[CH:12][C:11]([NH:10][CH:5]([CH2:6][CH2:7][CH2:8][CH3:9])[C:4]([NH2:22])=[O:20])=[CH:19][CH:18]=2)[CH:14]=[N:15]1. The yield is 0.720. (2) The reactants are O=P12OP3(OP(OP(O3)(O1)=O)(=O)O2)=O.OP(O)(O)=O.[C:20]([C:24]1[CH:29]=[CH:28][N:27]=[CH:26][CH:25]=1)(=O)[CH2:21][CH3:22].[NH:30]([C:32]1C=[CH:39][C:35]([C:36]([OH:38])=[O:37])=[CH:34][CH:33]=1)N. The catalyst is O. The product is [N:27]1[CH:28]=[CH:29][C:24]([C:20]2[NH:30][C:32]3[C:22]([CH:21]=2)=[CH:39][C:35]([C:36]([OH:38])=[O:37])=[CH:34][CH:33]=3)=[CH:25][CH:26]=1. The yield is 1.00. (3) The reactants are [CH:1]([C:4]1[CH:9]=[CH:8][CH:7]=[C:6]([C:10]2[CH:15]=[CH:14][CH:13]=[CH:12][CH:11]=2)[C:5]=1[OH:16])([CH3:3])[CH3:2].[H-].[Na+].[Cl:19][Ti:20](Cl)([Cl:31])[C:21]1([CH3:30])[C:25]([CH3:26])=[C:24]([CH3:27])[C:23]([CH3:28])=[C:22]1[CH3:29]. The catalyst is C1(C)C=CC=CC=1. The product is [Cl:19][Ti:20]([Cl:31])([C:21]1([CH3:30])[C:22]([CH3:29])=[C:23]([CH3:28])[C:24]([CH3:27])=[C:25]1[CH3:26])[O:16][C:5]1[C:6]([C:10]2[CH:15]=[CH:14][CH:13]=[CH:12][CH:11]=2)=[CH:7][CH:8]=[CH:9][C:4]=1[CH:1]([CH3:3])[CH3:2]. The yield is 0.640. (4) The reactants are [CH2:1]([N:8]1[CH2:13][CH2:12][C:11]2([C:17]3[CH:18]=[CH:19][C:20](Br)=[CH:21][C:16]=3[O:15][CH2:14]2)[CH2:10][CH2:9]1)[C:2]1[CH:7]=[CH:6][CH:5]=[CH:4][CH:3]=1.C([Li])CCC.[Cl:28][C:29]1[CH:34]=[CH:33][CH:32]=[C:31]([Cl:35])[C:30]=1[N:36]=[C:37]=[O:38]. The catalyst is O1CCCC1. The product is [CH2:1]([N:8]1[CH2:13][CH2:12][C:11]2([C:17]3[CH:18]=[CH:19][C:20]([C:37]([NH:36][C:30]4[C:31]([Cl:35])=[CH:32][CH:33]=[CH:34][C:29]=4[Cl:28])=[O:38])=[CH:21][C:16]=3[O:15][CH2:14]2)[CH2:10][CH2:9]1)[C:2]1[CH:7]=[CH:6][CH:5]=[CH:4][CH:3]=1. The yield is 0.418. (5) The reactants are [Cl:1][C:2]1[CH:3]=[CH:4][C:5]([CH:11]=[O:12])=[C:6]([CH:10]=1)[C:7]([OH:9])=[O:8].[C:13]([O-])([O-])=O.[K+].[K+].CI.CCOCC. The catalyst is CN(C=O)C. The product is [CH3:13][O:8][C:7](=[O:9])[C:6]1[CH:10]=[C:2]([Cl:1])[CH:3]=[CH:4][C:5]=1[CH:11]=[O:12]. The yield is 0.650. (6) The reactants are [F:1][C:2]1[CH:8]=[C:7](I)[CH:6]=[CH:5][C:3]=1[NH2:4].[C:10]([Si:12]([CH3:15])([CH3:14])[CH3:13])#[CH:11]. The catalyst is CCOCC.[Cu]I.Cl[Pd](Cl)([P](C1C=CC=CC=1)(C1C=CC=CC=1)C1C=CC=CC=1)[P](C1C=CC=CC=1)(C1C=CC=CC=1)C1C=CC=CC=1. The product is [F:1][C:2]1[CH:8]=[C:7]([C:11]#[C:10][Si:12]([CH3:15])([CH3:14])[CH3:13])[CH:6]=[CH:5][C:3]=1[NH2:4]. The yield is 1.00. (7) The reactants are [C:1]([O:4][C:5]1[CH:13]=[CH:12][C:11]([Br:14])=[CH:10][C:6]=1[C:7]([OH:9])=O)(=[O:3])[CH3:2].[NH2:15][C:16]1[O:17][C:18]([CH2:23][CH3:24])=[C:19]([CH2:21][CH3:22])[N:20]=1. No catalyst specified. The product is [C:1]([O:4][C:5]1[CH:13]=[CH:12][C:11]([Br:14])=[CH:10][C:6]=1[C:7]([NH:15][C:16]1[O:17][C:18]([CH2:23][CH3:24])=[C:19]([CH2:21][CH3:22])[N:20]=1)=[O:9])(=[O:3])[CH3:2]. The yield is 0.220.